Regression. Given two drug SMILES strings and cell line genomic features, predict the synergy score measuring deviation from expected non-interaction effect. From a dataset of NCI-60 drug combinations with 297,098 pairs across 59 cell lines. (1) Drug 1: C1=CC(=CC=C1CC(C(=O)O)N)N(CCCl)CCCl.Cl. Drug 2: C(CC(=O)O)C(=O)CN.Cl. Cell line: MDA-MB-231. Synergy scores: CSS=10.1, Synergy_ZIP=-6.13, Synergy_Bliss=-3.93, Synergy_Loewe=-4.24, Synergy_HSA=-3.12. (2) Drug 1: CCC1=CC2CC(C3=C(CN(C2)C1)C4=CC=CC=C4N3)(C5=C(C=C6C(=C5)C78CCN9C7C(C=CC9)(C(C(C8N6C)(C(=O)OC)O)OC(=O)C)CC)OC)C(=O)OC.C(C(C(=O)O)O)(C(=O)O)O. Drug 2: CN1C(=O)N2C=NC(=C2N=N1)C(=O)N. Cell line: UO-31. Synergy scores: CSS=3.56, Synergy_ZIP=-2.25, Synergy_Bliss=-1.24, Synergy_Loewe=-2.83, Synergy_HSA=-1.68. (3) Drug 1: C1=CC=C(C(=C1)C(C2=CC=C(C=C2)Cl)C(Cl)Cl)Cl. Drug 2: CC1CCCC2(C(O2)CC(NC(=O)CC(C(C(=O)C(C1O)C)(C)C)O)C(=CC3=CSC(=N3)C)C)C. Cell line: COLO 205. Synergy scores: CSS=36.7, Synergy_ZIP=0.831, Synergy_Bliss=-3.89, Synergy_Loewe=-38.0, Synergy_HSA=-7.25. (4) Drug 1: CC1=C2C(C(=O)C3(C(CC4C(C3C(C(C2(C)C)(CC1OC(=O)C(C(C5=CC=CC=C5)NC(=O)C6=CC=CC=C6)O)O)OC(=O)C7=CC=CC=C7)(CO4)OC(=O)C)O)C)OC(=O)C. Drug 2: C1CN(CCN1C(=O)CCBr)C(=O)CCBr. Cell line: NCI/ADR-RES. Synergy scores: CSS=11.3, Synergy_ZIP=-5.43, Synergy_Bliss=1.08, Synergy_Loewe=-3.10, Synergy_HSA=-1.41. (5) Cell line: M14. Drug 1: C1=NC2=C(N=C(N=C2N1C3C(C(C(O3)CO)O)O)F)N. Drug 2: N.N.Cl[Pt+2]Cl. Synergy scores: CSS=25.2, Synergy_ZIP=-7.47, Synergy_Bliss=-0.737, Synergy_Loewe=-4.95, Synergy_HSA=-1.02. (6) Drug 1: C1=NC2=C(N1)C(=S)N=CN2. Drug 2: CC1=C(C(=O)C2=C(C1=O)N3CC4C(C3(C2COC(=O)N)OC)N4)N. Cell line: SN12C. Synergy scores: CSS=37.8, Synergy_ZIP=-7.08, Synergy_Bliss=-3.45, Synergy_Loewe=-14.8, Synergy_HSA=-1.34. (7) Drug 1: C1C(C(OC1N2C=C(C(=O)NC2=O)F)CO)O. Drug 2: CCC1(C2=C(COC1=O)C(=O)N3CC4=CC5=C(C=CC(=C5CN(C)C)O)N=C4C3=C2)O.Cl. Cell line: ACHN. Synergy scores: CSS=56.2, Synergy_ZIP=4.83, Synergy_Bliss=4.75, Synergy_Loewe=1.49, Synergy_HSA=6.88. (8) Synergy scores: CSS=84.7, Synergy_ZIP=9.57, Synergy_Bliss=8.02, Synergy_Loewe=1.48, Synergy_HSA=9.30. Cell line: NCI-H460. Drug 2: CCC1=C2N=C(C=C(N2N=C1)NCC3=C[N+](=CC=C3)[O-])N4CCCCC4CCO. Drug 1: CN(CC1=CN=C2C(=N1)C(=NC(=N2)N)N)C3=CC=C(C=C3)C(=O)NC(CCC(=O)O)C(=O)O.